Predict which catalyst facilitates the given reaction. From a dataset of Catalyst prediction with 721,799 reactions and 888 catalyst types from USPTO. (1) Reactant: Cl.C([O:9][C:10]1[C:19]2[C:14](=[CH:15][C:16]([O:21][CH:22]3[CH2:27][CH2:26][CH:25]([CH:28]([NH2:37])[C:29]4[CH:34]=[CH:33][C:32]([O:35][CH3:36])=[CH:31][CH:30]=4)[CH2:24][CH2:23]3)=[C:17]([Cl:20])[CH:18]=2)[CH:13]=[CH:12][N:11]=1)C1C=CC=CC=1.C(#N)C.O. Product: [NH2:37][CH:28]([C:29]1[CH:34]=[CH:33][C:32]([O:35][CH3:36])=[CH:31][CH:30]=1)[CH:25]1[CH2:24][CH2:23][CH:22]([O:21][C:16]2[CH:15]=[C:14]3[C:19](=[CH:18][C:17]=2[Cl:20])[C:10](=[O:9])[NH:11][CH:12]=[CH:13]3)[CH2:27][CH2:26]1. The catalyst class is: 32. (2) Product: [CH3:1][O:2][C:3]([C:5]1([CH2:15][CH3:16])[CH2:10][CH2:9][CH:8]([CH:11]([CH3:13])[CH3:12])[CH2:7][CH2:6]1)=[O:4]. Reactant: [CH3:1][O:2][C:3]([CH:5]1[CH2:10][CH2:9][CH:8]([CH:11]([CH3:13])[CH3:12])[CH2:7][CH2:6]1)=[O:4].[Li+].[CH3:15][CH:16]([N-]C(C)C)C.ICC. The catalyst class is: 1.